Predict the product of the given reaction. From a dataset of Forward reaction prediction with 1.9M reactions from USPTO patents (1976-2016). (1) Given the reactants Br[C:2]1[CH:11]=[CH:10][CH:9]=[C:8]2[C:3]=1[C:4](=[O:29])[N:5]([C:22]1[CH:27]=[CH:26][CH:25]=[C:24]([F:28])[CH:23]=1)[C:6]([C@@H:12]([NH:14][C:15](=[O:21])[O:16][C:17]([CH3:20])([CH3:19])[CH3:18])[CH3:13])=[N:7]2.[SH:30]C(O)C.C(N(C(C)C)CC)(C)C.CC1(C)C2C(=C(P(C3C=CC=CC=3)C3C=CC=CC=3)C=CC=2)[O:64][C:46]2C(P(C3C=CC=CC=3)C3C=CC=CC=3)=CC=C[C:45]1=2.N1CCC[C@H]1C(O)=O, predict the reaction product. The product is: [F:28][C:24]1[CH:23]=[C:22]([N:5]2[C:4](=[O:29])[C:3]3[C:8](=[CH:9][CH:10]=[CH:11][C:2]=3[S:30][CH2:45][CH2:46][OH:64])[N:7]=[C:6]2[C@@H:12]([NH:14][C:15](=[O:21])[O:16][C:17]([CH3:19])([CH3:20])[CH3:18])[CH3:13])[CH:27]=[CH:26][CH:25]=1. (2) Given the reactants [CH3:1][C:2]([O:5][C:6]([N:8]1[CH2:14][CH2:13][C:12]2[CH:15]=[CH:16][C:17]([O:19][C:20]3[N:25]=[CH:24][C:23]([C:26]([OH:28])=O)=[CH:22][CH:21]=3)=[CH:18][C:11]=2[CH2:10][CH2:9]1)=[O:7])([CH3:4])[CH3:3].O=C(N1C=CN=C1)N1C=CN=C1.O[NH:42][C:43](=[NH:45])[CH3:44], predict the reaction product. The product is: [CH3:44][C:43]1[N:45]=[C:26]([C:23]2[CH:22]=[CH:21][C:20]([O:19][C:17]3[CH:16]=[CH:15][C:12]4[CH2:13][CH2:14][N:8]([C:6]([O:5][C:2]([CH3:1])([CH3:4])[CH3:3])=[O:7])[CH2:9][CH2:10][C:11]=4[CH:18]=3)=[N:25][CH:24]=2)[O:28][N:42]=1. (3) Given the reactants [C:1]([N:9]1[CH2:14][CH2:13][N:12]([C:15](=[O:28])[C:16]([C:18]2[C:22]3=[N:23][CH:24]=[CH:25][C:26](Cl)=[C:21]3[NH:20][CH:19]=2)=[O:17])[CH2:11][CH2:10]1)(=[O:8])[C:2]1[CH:7]=[CH:6][CH:5]=[CH:4][CH:3]=1.[NH:29]1[CH:33]=[CH:32][N:31]=[N:30]1.C([O-])([O-])=O.[K+].[K+], predict the reaction product. The product is: [C:1]([N:9]1[CH2:14][CH2:13][N:12]([C:15](=[O:28])[C:16]([C:18]2[C:22]3=[N:23][CH:24]=[CH:25][C:26]([N:30]4[N:31]=[CH:32][CH:33]=[N:29]4)=[C:21]3[NH:20][CH:19]=2)=[O:17])[CH2:11][CH2:10]1)(=[O:8])[C:2]1[CH:7]=[CH:6][CH:5]=[CH:4][CH:3]=1.